Dataset: Peptide-MHC class II binding affinity with 134,281 pairs from IEDB. Task: Regression. Given a peptide amino acid sequence and an MHC pseudo amino acid sequence, predict their binding affinity value. This is MHC class II binding data. (1) The peptide sequence is LANIAVDKANLEIMTKR. The MHC is DRB1_0402 with pseudo-sequence DRB1_0402. The binding affinity (normalized) is 0.213. (2) The peptide sequence is TAKLRWFHERGYVKL. The MHC is HLA-DQA10303-DQB10402 with pseudo-sequence HLA-DQA10303-DQB10402. The binding affinity (normalized) is 0. (3) The peptide sequence is EKKYFAASQFEPLAA. The MHC is HLA-DPA10103-DPB10601 with pseudo-sequence HLA-DPA10103-DPB10601. The binding affinity (normalized) is 0.890. (4) The peptide sequence is YAGIRRDGLLLRLVD. The MHC is DRB1_1101 with pseudo-sequence DRB1_1101. The binding affinity (normalized) is 0.416. (5) The peptide sequence is LVKYEGDTMAEVELR. The MHC is HLA-DPA10103-DPB10401 with pseudo-sequence HLA-DPA10103-DPB10401. The binding affinity (normalized) is 0.416.